Task: Predict the product of the given reaction.. Dataset: Forward reaction prediction with 1.9M reactions from USPTO patents (1976-2016) Given the reactants [F:1][C:2]([F:16])([C:6]([F:15])([F:14])[C:7]([F:13])([F:12])[C:8]([F:11])([F:10])[F:9])[CH2:3][CH2:4][OH:5].N1C=CC=CC=1.C(N(CC)CC)C.[Cl-].[C:31]([O:38][CH2:39][CH:40]([CH2:45][CH3:46])[CH2:41][CH2:42][CH2:43][CH3:44])(=[O:37])/[CH:32]=[CH:33]\[C:34]([O-])=[O:35], predict the reaction product. The product is: [C:31]([O:38][CH2:39][CH:40]([CH2:45][CH3:46])[CH2:41][CH2:42][CH2:43][CH3:44])(=[O:37])/[CH:32]=[CH:33]\[C:34]([O:5][CH2:4][CH2:3][C:2]([F:16])([F:1])[C:6]([F:14])([F:15])[C:7]([F:12])([F:13])[C:8]([F:9])([F:10])[F:11])=[O:35].